From a dataset of Reaction yield outcomes from USPTO patents with 853,638 reactions. Predict the reaction yield, written as a fraction of the theoretical maximum amount of product (1.0 means a 100% yield; for example, 0.34 means a 34% yield). (1) The reactants are [CH:1]1([NH:6][CH2:7][C:8]([OH:16])([CH2:14][CH3:15])[C:9]([O:11][CH2:12][CH3:13])=[O:10])[CH2:5][CH2:4][CH2:3][CH2:2]1.[CH2:17](Br)[C:18]1[CH:23]=[CH:22][CH:21]=[CH:20][CH:19]=1.C([O-])([O-])=O.[K+].[K+].CCOC(C)=O. The catalyst is C(#N)C. The product is [CH2:17]([N:6]([CH2:7][C:8]([OH:16])([CH2:14][CH3:15])[C:9]([O:11][CH2:12][CH3:13])=[O:10])[CH:1]1[CH2:2][CH2:3][CH2:4][CH2:5]1)[C:18]1[CH:23]=[CH:22][CH:21]=[CH:20][CH:19]=1. The yield is 0.770. (2) The reactants are [CH3:1][O:2][C:3]1[CH:26]=[CH:25][C:6]([C:7](Cl)([C:16]2[CH:21]=[CH:20][C:19]([O:22][CH3:23])=[CH:18][CH:17]=2)[C:8]2[CH:13]=[CH:12][C:11]([O:14][CH3:15])=[CH:10][CH:9]=2)=[CH:5][CH:4]=1.[NH:27]1[CH2:32][CH2:31][CH2:30][CH2:29][CH2:28]1. The catalyst is C(#N)C.CCCCCC. The product is [CH3:1][O:2][C:3]1[CH:26]=[CH:25][C:6]([C:7]([C:16]2[CH:21]=[CH:20][C:19]([O:22][CH3:23])=[CH:18][CH:17]=2)([C:8]2[CH:13]=[CH:12][C:11]([O:14][CH3:15])=[CH:10][CH:9]=2)[N:27]2[CH2:32][CH2:31][CH2:30][CH2:29][CH2:28]2)=[CH:5][CH:4]=1. The yield is 0.490. (3) The reactants are [Cl:1][C:2]1[CH:16]=[CH:15][C:5]([O:6][C:7]2[CH:8]=[CH:9][C:10]([C:13]#N)=[N:11][CH:12]=2)=[CH:4][CH:3]=1.CC(C[AlH]CC(C)C)C.C1C[O:29]CC1. No catalyst specified. The product is [Cl:1][C:2]1[CH:16]=[CH:15][C:5]([O:6][C:7]2[CH:8]=[CH:9][C:10]([CH:13]=[O:29])=[N:11][CH:12]=2)=[CH:4][CH:3]=1. The yield is 0.760. (4) The reactants are [NH2:1][C:2]1[CH:7]=[CH:6][C:5]([C:8]2[CH:13]=[CH:12][C:11]([C:14]([O:16]C)=[O:15])=[CH:10][CH:9]=2)=[CH:4][C:3]=1[NH:18][C:19](=[O:28])[C:20]1[CH:25]=[CH:24][C:23]([O:26][CH3:27])=[CH:22][CH:21]=1.[OH-].[Na+].O.Cl. The catalyst is C1COCC1. The product is [NH2:1][C:2]1[CH:7]=[CH:6][C:5]([C:8]2[CH:9]=[CH:10][C:11]([C:14]([OH:16])=[O:15])=[CH:12][CH:13]=2)=[CH:4][C:3]=1[NH:18][C:19](=[O:28])[C:20]1[CH:25]=[CH:24][C:23]([O:26][CH3:27])=[CH:22][CH:21]=1. The yield is 0.800.